Dataset: Reaction yield outcomes from USPTO patents with 853,638 reactions. Task: Predict the reaction yield, written as a fraction of the theoretical maximum amount of product (1.0 means a 100% yield; for example, 0.34 means a 34% yield). (1) The reactants are [CH:1]([C:3]1[C:11]2[S:10][CH2:9][CH:8]([C:12]3[CH:17]=[CH:16][C:15]([CH:18]([CH3:20])[CH3:19])=[CH:14][CH:13]=3)[C:7]=2[C:6]([CH3:21])=[C:5]([NH:22][C:23](=[O:29])[CH2:24][C:25]([CH3:28])([CH3:27])[CH3:26])[C:4]=1[CH3:30])=O.[CH2:31]([Mg]Br)[CH3:32]. The catalyst is CCCCCC.C(OCC)(=O)C. The product is [CH:18]([C:15]1[CH:16]=[CH:17][C:12]([CH:8]2[C:7]3[C:6]([CH3:21])=[C:5]([NH:22][C:23](=[O:29])[CH2:24][C:25]([CH3:26])([CH3:28])[CH3:27])[C:4]([CH3:30])=[C:3]([CH2:1][CH2:31][CH3:32])[C:11]=3[S:10][CH2:9]2)=[CH:13][CH:14]=1)([CH3:20])[CH3:19]. The yield is 0.220. (2) The reactants are [NH2:1][C:2]1[S:3][C:4]2[N:5]=[C:6]([NH:11][C:12]3[CH:13]=[C:14]([NH:19][C:20](=[O:32])[C:21]4[CH:26]=[CH:25][CH:24]=[C:23]([C:27]([C:30]#[N:31])([CH3:29])[CH3:28])[CH:22]=4)[CH:15]=[CH:16][C:17]=3[CH3:18])[N:7]=[CH:8][C:9]=2[N:10]=1.[CH3:33][C:34]1[NH:38][N:37]=[C:36]([C:39](O)=[O:40])[CH:35]=1.F[P-](F)(F)(F)(F)F.N1(OC(N(C)C)=[N+](C)C)C2N=CC=CC=2N=N1.C(=O)([O-])O.[Na+]. The catalyst is N1C=CC=CC=1. The product is [C:30]([C:27]([C:23]1[CH:22]=[C:21]([C:20]([NH:19][C:14]2[CH:15]=[CH:16][C:17]([CH3:18])=[C:12]([NH:11][C:6]3[N:7]=[CH:8][C:9]4[N:10]=[C:2]([NH:1][C:39]([C:36]5[CH:35]=[C:34]([CH3:33])[NH:38][N:37]=5)=[O:40])[S:3][C:4]=4[N:5]=3)[CH:13]=2)=[O:32])[CH:26]=[CH:25][CH:24]=1)([CH3:29])[CH3:28])#[N:31]. The yield is 0.410. (3) The reactants are NC1NC2C(C(C3C=CC=CC=3)C=1C#N)=CC=CC=2.[NH:20]=[C:21]1[C:30]([C:31]#[N:32])=[C:29]([C:33]2[CH:38]=[CH:37][CH:36]=[C:35]([O:39][CH3:40])[CH:34]=2)[C:28]2[C:23](=[CH:24][C:25]([O:41][CH3:42])=[CH:26][CH:27]=2)[S:22]1.[BH4-].[Na+].Cl. The product is [NH2:20][C:21]1[S:22][C:23]2[C:28]([CH:29]([C:33]3[CH:38]=[CH:37][CH:36]=[C:35]([O:39][CH3:40])[CH:34]=3)[C:30]=1[C:31]#[N:32])=[CH:27][CH:26]=[C:25]([O:41][CH3:42])[CH:24]=2. The catalyst is CO.CCOCC. The yield is 0.630. (4) The reactants are [OH:1][C@@H:2]1[CH2:26][CH2:25][C@@:24]2([CH3:27])[C@H:4]([CH2:5][CH2:6][C@@H:7]3[C:23]2=[CH:22][C:21](=[O:28])[C@@:20]2([CH3:29])[C@H:8]3[CH2:9][CH2:10][C@@H:11]2[C@H:12]([CH3:19])[CH2:13][CH2:14][C:15]([O:17][CH3:18])=[O:16])[CH2:3]1.[CH3:30][CH2:31][O:32]C(C)=O. The catalyst is [Pd]. The product is [C:31]([O:1][C@@H:2]1[CH2:26][CH2:25][C@@:24]2([CH3:27])[C@H:4]([CH2:5][CH2:6][C@@H:7]3[C@@H:23]2[CH2:22][C:21](=[O:28])[C@@:20]2([CH3:29])[C@H:8]3[CH2:9][CH2:10][C@@H:11]2[C@H:12]([CH3:19])[CH2:13][CH2:14][C:15]([O:17][CH3:18])=[O:16])[CH2:3]1)(=[O:32])[CH3:30]. The yield is 0.800.